This data is from Full USPTO retrosynthesis dataset with 1.9M reactions from patents (1976-2016). The task is: Predict the reactants needed to synthesize the given product. (1) The reactants are: [NH:1]1[CH2:11][CH2:10][CH:4](C(OCC)=O)[CH2:3][CH2:2]1.[C:12](O[C:12]([O:14][C:15]([CH3:18])([CH3:17])[CH3:16])=[O:13])([O:14][C:15]([CH3:18])([CH3:17])[CH3:16])=[O:13]. Given the product [C:12]([N:1]1[CH2:2][CH2:3][CH2:4][CH2:10][CH2:11]1)([O:14][C:15]([CH3:18])([CH3:17])[CH3:16])=[O:13], predict the reactants needed to synthesize it. (2) Given the product [ClH:2].[Cl:2][C:3]1[C:8]([Cl:9])=[CH:7][CH:6]=[CH:5][C:4]=1[N:10]1[CH2:15][CH2:14][NH:13][CH2:12][CH2:11]1, predict the reactants needed to synthesize it. The reactants are: Cl.[Cl:2][C:3]1[C:8]([Cl:9])=[CH:7][CH:6]=[CH:5][C:4]=1[N:10]1[CH2:15][CH2:14][N:13](C(OC(C)(C)C)=O)[CH2:12][CH2:11]1. (3) The reactants are: [F:1][C:2]1[CH:3]=[C:4]2[C:8](=[CH:9][CH:10]=1)[NH:7][C:6]([C:11](O)=[O:12])=[CH:5]2.C(N(CC)CC)C.C1(N=C=NC2CCCCC2)CCCCC1.S([O-])([O-])(=O)=O.[Na+].[Na+]. Given the product [F:1][C:2]1[CH:3]=[C:4]2[C:8](=[CH:9][CH:10]=1)[NH:7][C:6]([CH:11]=[O:12])=[CH:5]2, predict the reactants needed to synthesize it. (4) Given the product [NH2:28][C:17]1[CH:16]=[C:15]([C:10]2[CH:11]=[CH:12][CH:13]=[CH:14][C:9]=2[N:8]([C:6]([O:5][C:1]([CH3:4])([CH3:3])[CH3:2])=[O:7])[CH3:31])[CH:27]=[CH:26][C:18]=1[C:19]([O:21][C:22]([CH3:25])([CH3:24])[CH3:23])=[O:20], predict the reactants needed to synthesize it. The reactants are: [C:1]([O:5][C:6]([N:8]([CH3:31])[C:9]1[CH:14]=[CH:13][CH:12]=[CH:11][C:10]=1[C:15]1[CH:27]=[CH:26][C:18]([C:19]([O:21][C:22]([CH3:25])([CH3:24])[CH3:23])=[O:20])=[C:17]([N+:28]([O-])=O)[CH:16]=1)=[O:7])([CH3:4])([CH3:3])[CH3:2]. (5) Given the product [NH2:1][C:2]1[C:18]([CH3:19])=[CH:17][C:16]([C:22]#[N:23])=[CH:15][C:3]=1[C:4]([O:6][CH2:7][CH:8]([CH2:13][CH3:14])[CH2:9][CH2:10][CH2:11][CH3:12])=[O:5], predict the reactants needed to synthesize it. The reactants are: [NH2:1][C:2]1[C:18]([CH3:19])=[CH:17][C:16](Br)=[CH:15][C:3]=1[C:4]([O:6][CH2:7][CH:8]([CH2:13][CH3:14])[CH2:9][CH2:10][CH2:11][CH3:12])=[O:5].[Cu](C#N)[C:22]#[N:23].